Dataset: Full USPTO retrosynthesis dataset with 1.9M reactions from patents (1976-2016). Task: Predict the reactants needed to synthesize the given product. The reactants are: [C:1]([O:5][C:6]([NH:8][C:9]([CH3:17])([CH3:16])[CH2:10][O:11][CH2:12][C:13]([OH:15])=O)=[O:7])([CH3:4])([CH3:3])[CH3:2].ON1C2N=CC=CC=2N=N1.Cl.CN(C)CCCN=C=NCC.[CH3:40][N:41]([C@@H:58]([C:66](=[O:69])[NH:67][CH3:68])[CH2:59][C:60]1[CH:65]=[CH:64][CH:63]=[CH:62][CH:61]=1)[C:42](=[O:57])[C@H:43]([NH:55][CH3:56])[CH2:44][C:45]1[C:54]2[C:49](=[CH:50][CH:51]=[CH:52][CH:53]=2)[CH:48]=[CH:47][CH:46]=1. Given the product [C:1]([O:5][C:6](=[O:7])[NH:8][C:9]([CH3:17])([CH3:16])[CH2:10][O:11][CH2:12][C:13](=[O:15])[N:55]([CH3:56])[C@@H:43]([C:42](=[O:57])[N:41]([CH3:40])[C@@H:58]([C:66](=[O:69])[NH:67][CH3:68])[CH2:59][C:60]1[CH:65]=[CH:64][CH:63]=[CH:62][CH:61]=1)[CH2:44][C:45]1[C:54]2[C:49](=[CH:50][CH:51]=[CH:52][CH:53]=2)[CH:48]=[CH:47][CH:46]=1)([CH3:2])([CH3:3])[CH3:4], predict the reactants needed to synthesize it.